This data is from Full USPTO retrosynthesis dataset with 1.9M reactions from patents (1976-2016). The task is: Predict the reactants needed to synthesize the given product. (1) Given the product [F:9][C:8]1[CH:7]=[C:6]2[C:4](=[CH:3][C:2]=1[F:1])[N:5]=[C:12]([CH3:13])[CH:11]=[CH:17]2, predict the reactants needed to synthesize it. The reactants are: [F:1][C:2]1[CH:3]=[C:4]([CH:6]=[CH:7][C:8]=1[F:9])[NH2:5].Cl.[C:11]1(Cl)[C:17](=O)C(Cl)=C(Cl)[C:13](=O)[C:12]=1Cl.C(=O)/C=C/C. (2) Given the product [F:1][C:2]1[CH:3]=[C:4]([CH:29]=[C:30]([N:32]2[CH2:37][CH2:36][O:35][CH2:34][CH2:33]2)[CH:31]=1)[C:5]([NH:7][C:8]1[C:17]2[C:12](=[CH:13][CH:14]=[CH:15][CH:16]=2)[C:11]([O:18][C:19]2[CH:24]=[CH:23][N:22]=[C:21]([NH:45][CH:42]3[CH2:43][CH2:44][N:39]([CH3:38])[CH2:40][CH2:41]3)[N:20]=2)=[CH:10][CH:9]=1)=[O:6], predict the reactants needed to synthesize it. The reactants are: [F:1][C:2]1[CH:3]=[C:4]([CH:29]=[C:30]([N:32]2[CH2:37][CH2:36][O:35][CH2:34][CH2:33]2)[CH:31]=1)[C:5]([NH:7][C:8]1[C:17]2[C:12](=[CH:13][CH:14]=[CH:15][CH:16]=2)[C:11]([O:18][C:19]2[CH:24]=[CH:23][N:22]=[C:21](S(C)(=O)=O)[N:20]=2)=[CH:10][CH:9]=1)=[O:6].[CH3:38][N:39]1[CH2:44][CH2:43][CH:42]([NH2:45])[CH2:41][CH2:40]1. (3) Given the product [NH2:4][C:5]1[CH:6]=[CH:7][C:8]([N+:16]([O-:18])=[O:17])=[C:9]([N:11]2[CH2:15][CH2:14][CH2:13][CH2:12]2)[CH:10]=1, predict the reactants needed to synthesize it. The reactants are: C([NH:4][C:5]1[CH:6]=[CH:7][C:8]([N+:16]([O-:18])=[O:17])=[C:9]([N:11]2[CH2:15][CH2:14][CH2:13][CH2:12]2)[CH:10]=1)(=O)C.Cl. (4) Given the product [CH3:14][C:13]1([C:16]2[CH:25]=[CH:24][C:23]3[C:18](=[CH:19][CH:20]=[C:21]([C:26]([O:28][CH3:29])=[O:27])[CH:22]=3)[N:17]=2)[CH2:7][CH2:15]1, predict the reactants needed to synthesize it. The reactants are: [I-].C[S+](C)(C)=O.[CH3:7]C(C)([O-])C.[K+].[C:13]([C:16]1[CH:25]=[CH:24][C:23]2[C:18](=[CH:19][CH:20]=[C:21]([C:26]([O:28][CH3:29])=[O:27])[CH:22]=2)[N:17]=1)([CH3:15])=[CH2:14]. (5) Given the product [I:14][C:15]1[CH:20]=[C:19]([N:1]2[C:9]3[CH:8]=[CH:7][N:6]=[CH:5][C:4]=3[C:3]([C:10]([O:12][CH3:13])=[O:11])=[N:2]2)[CH:18]=[CH:17][CH:16]=1, predict the reactants needed to synthesize it. The reactants are: [NH:1]1[C:9]2[CH:8]=[CH:7][N:6]=[CH:5][C:4]=2[C:3]([C:10]([O:12][CH3:13])=[O:11])=[N:2]1.[I:14][C:15]1[CH:16]=[C:17](B(O)O)[CH:18]=[CH:19][CH:20]=1. (6) Given the product [CH3:1][O:2]/[N:3]=[C:4](\[C:11]([NH:13][C@@H:14]1[C:17](=[O:18])[N:16]2[C:19]([C:32]([OH:34])=[O:33])=[C:20]([CH2:23][S:24][C:25]([C:27]3[O:31][CH:30]=[CH:29][CH:28]=3)=[O:26])[CH2:21][S:22][C@H:15]12)=[O:12])/[C:5]1[N:9]=[C:8]([NH2:10])[S:7][CH:6]=1, predict the reactants needed to synthesize it. The reactants are: [CH3:1][O:2]/[N:3]=[C:4](\[C:11]([NH:13][C@@H:14]1[C:17](=[O:18])[N:16]2[C:19]([C:32]([OH:34])=[O:33])=[C:20]([CH2:23][S:24][C:25]([C:27]3[O:31][CH:30]=[CH:29][CH:28]=3)=[O:26])[CH2:21][S:22][C@H:15]12)=[O:12])/[C:5]1[N:9]=[C:8]([NH2:10])[S:7][CH:6]=1.Cl.C(NN)(=O)CCCCC(NN)=O. (7) Given the product [O:38]=[C:36]1[C:35]2[C:34](=[CH:42][CH:41]=[CH:40][CH:39]=2)[C:33](=[O:43])[N:37]1[CH:2]1[CH2:7][CH2:6][C:5]([CH3:13])([C:8]([O:10][CH2:11][CH3:12])=[O:9])[CH2:4][CH2:3]1, predict the reactants needed to synthesize it. The reactants are: O[CH:2]1[CH2:7][CH2:6][C:5]([CH3:13])([C:8]([O:10][CH2:11][CH3:12])=[O:9])[CH2:4][CH2:3]1.C1(P(C2C=CC=CC=2)C2C=CC=CC=2)C=CC=CC=1.[C:33]1(=[O:43])[NH:37][C:36](=[O:38])[C:35]2=[CH:39][CH:40]=[CH:41][CH:42]=[C:34]12.CC(OC(/N=N/C(OC(C)C)=O)=O)C.